Dataset: Reaction yield outcomes from USPTO patents with 853,638 reactions. Task: Predict the reaction yield, written as a fraction of the theoretical maximum amount of product (1.0 means a 100% yield; for example, 0.34 means a 34% yield). (1) The reactants are [H-].[Na+].[Cl:3][C:4]1[C:5]([OH:14])=[C:6]([O:12][CH3:13])[CH:7]=[C:8]([CH:11]=1)[CH:9]=[O:10].Br[CH2:16][CH2:17][OH:18]. The catalyst is CN(C=O)C.C(OCC)(=O)C. The product is [Cl:3][C:4]1[CH:11]=[C:8]([CH:7]=[C:6]([O:12][CH3:13])[C:5]=1[O:14][CH2:16][CH2:17][OH:18])[CH:9]=[O:10]. The yield is 0.480. (2) The reactants are C(=O)([O-])[O-].[Ca+2].[NH2:6][C:7]1[CH:12]=[C:11]([C:13]([F:16])([F:15])[F:14])[C:10]([C:17]2[CH:22]=[CH:21][C:20]([C@H:23]([NH:25][S:26]([CH3:29])(=[O:28])=[O:27])[CH3:24])=[CH:19][CH:18]=2)=[C:9]([Cl:30])[CH:8]=1.[C:31](Cl)(Cl)=[S:32].Cl. The catalyst is ClCCl.O. The product is [Cl:30][C:9]1[CH:8]=[C:7]([N:6]=[C:31]=[S:32])[CH:12]=[C:11]([C:13]([F:16])([F:14])[F:15])[C:10]=1[C:17]1[CH:22]=[CH:21][C:20]([C@H:23]([NH:25][S:26]([CH3:29])(=[O:28])=[O:27])[CH3:24])=[CH:19][CH:18]=1. The yield is 0.870. (3) The reactants are [H-].[OH-].[Li+].C[O:5][C:6](=[O:39])[CH:7]([NH:12][C:13]([C:15]1[N:16]=[N:17][C:18]([N:21]2[CH2:26][CH2:25][N:24]([C:27](=[O:38])[C:28]3[CH:33]=[CH:32][CH:31]=[CH:30][C:29]=3[C:34]([F:37])([F:36])[F:35])[CH2:23][CH2:22]2)=[CH:19][CH:20]=1)=[O:14])[CH2:8][CH:9]([CH3:11])[CH3:10]. The catalyst is O1CCCC1.O. The product is [CH3:10][CH:9]([CH3:11])[CH2:8][CH:7]([NH:12][C:13]([C:15]1[N:16]=[N:17][C:18]([N:21]2[CH2:22][CH2:23][N:24]([C:27](=[O:38])[C:28]3[CH:33]=[CH:32][CH:31]=[CH:30][C:29]=3[C:34]([F:37])([F:36])[F:35])[CH2:25][CH2:26]2)=[CH:19][CH:20]=1)=[O:14])[C:6]([OH:39])=[O:5]. The yield is 0.740. (4) The reactants are [CH3:1][C:2]1[CH:3]=[C:4]2[C:8](=[C:9]([N:11]([CH3:20])[S:12]([C:15]3[S:16][CH:17]=[CH:18][CH:19]=3)(=[O:14])=[O:13])[CH:10]=1)[NH:7][C:6]([C:21]1[S:22][CH:23]([CH2:26]C(O)=O)[CH2:24][N:25]=1)=[CH:5]2.[CH2:30]([OH:37])[C:31]1[CH:36]=[CH:35][CH:34]=[CH:33][CH:32]=1.C([N:40]([CH2:43]C)CC)C.C1(P(N=[N+]=[N-])(C2C=CC=CC=2)=[O:52])C=CC=CC=1. The catalyst is CN(C)C=O.O. The product is [CH3:1][C:2]1[CH:3]=[C:4]2[C:8](=[C:9]([N:11]([CH3:20])[S:12]([C:15]3[S:16][CH:17]=[CH:18][CH:19]=3)(=[O:14])=[O:13])[CH:10]=1)[NH:7][C:6]([C:21]1[S:22][CH:23]([CH2:26][NH:40][C:43](=[O:52])[O:37][CH2:30][C:31]3[CH:36]=[CH:35][CH:34]=[CH:33][CH:32]=3)[CH2:24][N:25]=1)=[CH:5]2. The yield is 0.180. (5) The reactants are Cl.[NH:2]1[CH2:7][CH2:6][CH2:5][CH:4]([C:8]2[CH:23]=[CH:22][C:11]([O:12][C:13]3[CH:21]=[CH:20][C:16]([C:17]([NH2:19])=[O:18])=[CH:15][N:14]=3)=[CH:10][CH:9]=2)[CH2:3]1.[BH4-].[Na+]. No catalyst specified. The product is [CH3:3][CH:4]([CH3:8])[CH2:5][CH2:6][N:2]1[CH2:7][CH2:6][CH2:5][CH:4]([C:8]2[CH:9]=[CH:10][C:11]([O:12][C:13]3[CH:21]=[CH:20][C:16]([C:17]([NH2:19])=[O:18])=[CH:15][N:14]=3)=[CH:22][CH:23]=2)[CH2:3]1. The yield is 0.320. (6) The reactants are C(N(CC)CC)C.[CH3:8][C:9]1([CH3:35])[NH:13][CH2:12][CH:11]([CH2:14][N:15]2[C:23]3[C:18](=[N:19][C:20]([C:24]4[CH:25]=[N:26][N:27]([CH:29]5[CH2:34][CH2:33][CH2:32][CH2:31][O:30]5)[CH:28]=4)=[CH:21][CH:22]=3)[CH:17]=[CH:16]2)[CH2:10]1.[C:36]1([CH2:42][CH2:43][C:44](Cl)=[O:45])[CH:41]=[CH:40][CH:39]=[CH:38][CH:37]=1.C(=O)(O)[O-].[Na+]. The catalyst is ClCCl. The product is [CH3:8][C:9]1([CH3:35])[CH2:10][CH:11]([CH2:14][N:15]2[C:23]3[C:18](=[N:19][C:20]([C:24]4[CH:25]=[N:26][N:27]([CH:29]5[CH2:34][CH2:33][CH2:32][CH2:31][O:30]5)[CH:28]=4)=[CH:21][CH:22]=3)[CH:17]=[CH:16]2)[CH2:12][N:13]1[C:44](=[O:45])[CH2:43][CH2:42][C:36]1[CH:41]=[CH:40][CH:39]=[CH:38][CH:37]=1. The yield is 0.636. (7) The reactants are Br[C:2]1[CH:11]=[CH:10][CH:9]=[C:8]2[C:3]=1[CH:4]=[CH:5][N:6]=[CH:7]2.[NH2:12][C@@H:13]1[CH2:17][CH2:16][N:15]([C:18]([O:20][C:21]([CH3:24])([CH3:23])[CH3:22])=[O:19])[CH2:14]1.C(=O)([O-])[O-].[Cs+].[Cs+]. The catalyst is C([O-])(=O)C.[Pd+2].C([O-])(=O)C.C1(C)C=CC=CC=1. The product is [CH:7]1[C:8]2[C:3](=[C:2]([NH:12][C@@H:13]3[CH2:17][CH2:16][N:15]([C:18]([O:20][C:21]([CH3:24])([CH3:23])[CH3:22])=[O:19])[CH2:14]3)[CH:11]=[CH:10][CH:9]=2)[CH:4]=[CH:5][N:6]=1. The yield is 0.590.